From a dataset of NCI-60 drug combinations with 297,098 pairs across 59 cell lines. Regression. Given two drug SMILES strings and cell line genomic features, predict the synergy score measuring deviation from expected non-interaction effect. Drug 1: CC1=C(C(CCC1)(C)C)C=CC(=CC=CC(=CC(=O)O)C)C. Synergy scores: CSS=31.1, Synergy_ZIP=-8.73, Synergy_Bliss=-2.75, Synergy_Loewe=0.665, Synergy_HSA=2.17. Drug 2: CCC1=C2CN3C(=CC4=C(C3=O)COC(=O)C4(CC)O)C2=NC5=C1C=C(C=C5)O. Cell line: MCF7.